Dataset: Reaction yield outcomes from USPTO patents with 853,638 reactions. Task: Predict the reaction yield, written as a fraction of the theoretical maximum amount of product (1.0 means a 100% yield; for example, 0.34 means a 34% yield). (1) The product is [C:1]([O:5][C:6]([N:8]1[CH2:20][C@@H:19]([CH3:21])[N:18]2[C@H:10]([CH2:11][C:12]3[C:17]2=[N:16][C:15]([Cl:22])=[C:14]([CH3:23])[CH:13]=3)[CH2:9]1)=[O:7])([CH3:3])([CH3:4])[CH3:2]. The yield is 0.803. The catalyst is C(O)(=O)C. The reactants are [C:1]([O:5][C:6]([N:8]1[CH2:20][C@@H:19]([CH3:21])[N:18]2[C:10](=[CH:11][C:12]3[C:17]2=[N:16][C:15]([Cl:22])=[C:14]([CH3:23])[CH:13]=3)[CH2:9]1)=[O:7])([CH3:4])([CH3:3])[CH3:2].C([BH3-])#N.[Na+]. (2) The reactants are [Cl:1][C:2]1[CH:3]=[CH:4][C:5]([OH:10])=[C:6]([CH:9]=1)[CH:7]=[O:8].C([O-])([O-])=O.[K+].[K+].[CH2:17](Cl)[O:18][CH2:19][CH2:20][O:21][CH3:22]. The catalyst is CN(C=O)C. The product is [Cl:1][C:2]1[CH:3]=[CH:4][C:5]([O:10][CH2:17][O:18][CH2:19][CH2:20][O:21][CH3:22])=[C:6]([CH:9]=1)[CH:7]=[O:8]. The yield is 0.810.